The task is: Regression/Classification. Given a drug SMILES string, predict its toxicity properties. Task type varies by dataset: regression for continuous values (e.g., LD50, hERG inhibition percentage) or binary classification for toxic/non-toxic outcomes (e.g., AMES mutagenicity, cardiotoxicity, hepatotoxicity). Dataset: herg_karim.. This data is from hERG potassium channel inhibition data for cardiac toxicity prediction from Karim et al.. (1) The drug is CN1C[C@@H]2C[C@H]1CN2c1cnc(-c2ccc3occc3c2)cn1. The result is 1 (blocker). (2) The compound is Cc1c(OCF)ccc2c1C(=O)N(Cc1ccccc1-c1ccccc1)C2C(=O)NC(C)(C)C. The result is 0 (non-blocker). (3) The drug is COc1ccc2c(C)nc(=O)n(CCN3CCC(NCc4cc5c(cn4)OCCO5)CC3)c2c1. The result is 0 (non-blocker). (4) The compound is FC(F)(F)c1ccc(Nc2nc(COCc3ccccc3)nc3cc(-c4ncccc4C(F)(F)F)ccc23)cc1. The result is 1 (blocker).